Dataset: Forward reaction prediction with 1.9M reactions from USPTO patents (1976-2016). Task: Predict the product of the given reaction. (1) The product is: [O-2:2].[Ce+3:5].[O-2:7].[O-2:11].[Ce+3:5].[NH2:14][C:15]([NH2:17])=[O:16]. Given the reactants [N+]([O-])([O-])=[O:2].[Ce+3:5].[N+]([O-])([O-])=[O:7].[N+]([O-])([O-])=[O:11].[NH2:14][C:15]([NH2:17])=[O:16], predict the reaction product. (2) Given the reactants [Br:1][C:2]1[CH:9]=[CH:8][C:5]([C:6]#[N:7])=[C:4]([F:10])[CH:3]=1.[N-:11]=[N+:12]=[N-:13].[Na+], predict the reaction product. The product is: [Br:1][C:2]1[CH:9]=[CH:8][C:5]([C:6]2[NH:13][N:12]=[N:11][N:7]=2)=[C:4]([F:10])[CH:3]=1. (3) Given the reactants [Cl:1][C:2]1[CH:3]=[CH:4][C:5]2[CH:9]=[C:8]([S:10]([N:13]3[CH2:18][CH2:17][N:16]([CH2:19][C:20]([NH2:22])=[S:21])[CH2:15][CH2:14]3)(=[O:12])=[O:11])[S:7][C:6]=2[CH:23]=1.[CH2:24]([O:26][C:27](=[O:45])[CH2:28][C:29](=O)[CH:30](Br)[CH2:31][NH:32][C:33]([O:35][CH2:36][C:37]1[CH:42]=[CH:41][CH:40]=[CH:39][CH:38]=1)=[O:34])[CH3:25].C1(C)C=CC=CC=1.C([OH:57])(C)(C)C, predict the reaction product. The product is: [CH2:24]([O:26][C:27](=[O:45])[CH2:28][C:29]1[N:22]=[C:20]([CH2:19][N:16]2[CH2:17][CH2:18][N:13]([S:10]([C:8]3[S:7][C:6]4[CH:23]=[C:2]([Cl:1])[CH:3]=[CH:4][C:5]=4[CH:9]=3)(=[O:11])=[O:12])[CH2:14][C:15]2=[O:57])[S:21][C:30]=1[CH2:31][NH:32][C:33]([O:35][CH2:36][C:37]1[CH:42]=[CH:41][CH:40]=[CH:39][CH:38]=1)=[O:34])[CH3:25].